Dataset: Reaction yield outcomes from USPTO patents with 853,638 reactions. Task: Predict the reaction yield, written as a fraction of the theoretical maximum amount of product (1.0 means a 100% yield; for example, 0.34 means a 34% yield). (1) The reactants are [C:1]([C:5]1[C:13]2[C:8](=[CH:9][C:10]([N+:14]([O-])=O)=[CH:11][CH:12]=2)[NH:7][CH:6]=1)([CH3:4])([CH3:3])[CH3:2]. The catalyst is [Ni]. The product is [C:1]([C:5]1[C:13]2[C:8](=[CH:9][C:10]([NH2:14])=[CH:11][CH:12]=2)[NH:7][CH:6]=1)([CH3:4])([CH3:2])[CH3:3]. The yield is 0.770. (2) The reactants are CN(C)C=O.[Cl:6][C:7]1[CH:12]=[CH:11][C:10]([S:13]([CH2:16][C:17]#[N:18])(=[O:15])=[O:14])=[CH:9][CH:8]=1.Cl.C(N(CC)CC)C.[N-:27]=[N+:28]=[N-:29].[Na+]. The catalyst is C(OCC)(=O)C. The product is [Cl:6][C:7]1[CH:8]=[CH:9][C:10]([S:13]([CH2:16][C:17]2[NH:29][N:28]=[N:27][N:18]=2)(=[O:14])=[O:15])=[CH:11][CH:12]=1. The yield is 0.750. (3) The reactants are [CH2:1]([C:4]1[C:12]([O:13]CC2C=CC=CC=2)=[CH:11][CH:10]=[C:9]2[C:5]=1[CH:6]=[CH:7][N:8]2[CH3:21])[CH:2]=[CH2:3].C([O-])=O.[NH4+]. The catalyst is CCO.[OH-].[Pd+2].[OH-]. The product is [CH3:21][N:8]1[C:9]2[C:5](=[C:4]([CH2:1][CH2:2][CH3:3])[C:12]([OH:13])=[CH:11][CH:10]=2)[CH:6]=[CH:7]1. The yield is 0.880.